Dataset: Peptide-MHC class I binding affinity with 185,985 pairs from IEDB/IMGT. Task: Regression. Given a peptide amino acid sequence and an MHC pseudo amino acid sequence, predict their binding affinity value. This is MHC class I binding data. (1) The peptide sequence is KSYILTTL. The MHC is H-2-Db with pseudo-sequence H-2-Db. The binding affinity (normalized) is 0.204. (2) The peptide sequence is PTPVNIIGRNL. The MHC is HLA-A68:01 with pseudo-sequence HLA-A68:01. The binding affinity (normalized) is 0. (3) The peptide sequence is QVWQRSWEY. The MHC is Mamu-B52 with pseudo-sequence Mamu-B52. The binding affinity (normalized) is 0.320. (4) The peptide sequence is YVNAILYQI. The MHC is HLA-A68:02 with pseudo-sequence HLA-A68:02. The binding affinity (normalized) is 0.652. (5) The peptide sequence is ILSDENYLLK. The MHC is HLA-A33:01 with pseudo-sequence HLA-A33:01. The binding affinity (normalized) is 0.115. (6) The peptide sequence is RQSSGSSSSGF. The MHC is HLA-A01:01 with pseudo-sequence HLA-A01:01. The binding affinity (normalized) is 0.0847. (7) The peptide sequence is RQQAIVDLL. The MHC is HLA-B48:01 with pseudo-sequence HLA-B48:01. The binding affinity (normalized) is 0.535. (8) The peptide sequence is FSPEVIPMF. The MHC is HLA-A68:02 with pseudo-sequence HLA-A68:02. The binding affinity (normalized) is 0.593. (9) The peptide sequence is SFIISTLNK. The MHC is HLA-A31:01 with pseudo-sequence HLA-A31:01. The binding affinity (normalized) is 0.849.